From a dataset of Experimentally validated miRNA-target interactions with 360,000+ pairs, plus equal number of negative samples. Binary Classification. Given a miRNA mature sequence and a target amino acid sequence, predict their likelihood of interaction. (1) The miRNA is hsa-miR-671-5p with sequence AGGAAGCCCUGGAGGGGCUGGAG. The protein sequence of the target gene is MAAAAAEQQQFYLLLGNLLSPDNVVRKQAEETYENIPGRSKITFLLQAIRNTTAAEEARQMAAVLLRRLLSSAFDEVYPALPSDVQTAIKSELLMIIQMETQSSMRKKICDIAAELARNLIDEDGNNQWPEGLKFLFDSVSSQNMGLREAALHIFWNFPGIFGNQQQHYLDVIKRMLVQCMQDQEHPSIRTLSARATAAFILANEHNVALFKHFADLLPGFLQAVNDSCYQNDDSVLKSLVEIADTVPKYLRPHLEATLQLSLKLCGDTNLNNMQRQLALEVIVTLSETAAAMLRKHTSL.... Result: 0 (no interaction). (2) The protein sequence of the target gene is MKEEAFLRRRFSLCPPASTPQKTDPRKVPRNLLLGCENELGPITPGRDMESNGPSQPRDEEPQTPGSATKVPLAEYRLCNGSDKECTSPTTRVSKKDALKAQKENYRQEKKRATKQLFSALTDPSVVIMADSLKIRGTLKSWTKLWCVLKPGVLLIYKTPKVGQWVGTVLLHCCELIERPSKKDGFCFKLFHPLDQSVWAVKGPKGESVGSITQPLPSSYLIFRAASESDGRCWLDALELALRCSSLLRLSTCKQGRDGEQGSSPDASPSSLYGLPTSATIPDQDLFPLNGSALENDAFS.... Result: 0 (no interaction). The miRNA is hsa-miR-3160-5p with sequence GGCUUUCUAGUCUCAGCUCUCC. (3) The miRNA is hsa-miR-4740-5p with sequence AGGACUGAUCCUCUCGGGCAGG. The protein sequence of the target gene is MQTFLKGKRVGYWLSEKKVKKLNFQAFAELCRKRGIEVVQLNLSRPIEEQGPLDVIIHKLTDVILEADQNDSQSLELVHRFQEYIDAHPETIVLDPLPAIRTLLDRSKSYELIRKIEAYMKDDRICSPPFMELTSLCGEDTMRLLEQNGLAFPFICKTRVAHGTNSHEMAIVFNQEGLNAIQPPCVVQNFINHNAVLYKVFVVGESYTVVQRPSLKNFSAGTSDRESIFFNSHNVSKPESSSVLTELDKIEGVFERPSDEVIRELSRALRQALGVSLFGIDIIINNQTGQHAVIDVNAFP.... Result: 0 (no interaction). (4) The miRNA is cel-miR-252-5p with sequence AUAAGUAGUAGUGCCGCAGGUAA. The protein sequence of the target gene is MLHQPTPGNRGLTARMEVGPATETFVLELQCLEDGGPGPDTLSGGSGGSESQEEEEPQERNSSPQRPAVSAPVGASEIAEETRPGQRELQLQQLEQQPEPQQQPQHEQLQQPQPHLELQQQPQQDGQQQLSQLQQEKHQSVHHQELKPELQLMHQQQQLQPQQVQEQQRLQQQQEQLQTQQAQEQQVLQQQEQLQQQVQEQQLLQQQQEQLQQQQLLQQQEQLQQQQFQQQQEQLQQQQQLLLLQQQGQLQQQLLQQQQAQLQQQLLEQQQAQLQQQLLLQQQEQLQQQQQQQLLQQQQE.... Result: 0 (no interaction). (5) The protein sequence of the target gene is MAGDSEQTLQNHQQPNGGEPFLIGVSGGTASGKSSVCAKIVQLLGQNEVDYRQKQVVILSQDSFYRVLTSEQKAKALKGQFNFDHPDAFDNELILKTLKEITEGKTVQIPVYDFVSHSRKEETVTVYPADVVLFEGILAFYSQEVRDLFQMKLFVDTDADTRLSRRVLRDISERGRDLEQILSQYITFVKPAFEEFCLPTKKYADVIIPRGADNLVAINLIVQHIQDILNGGPSKRQTNGCLNGYTPSRKRQASESSSRPH. The miRNA is hsa-miR-32-5p with sequence UAUUGCACAUUACUAAGUUGCA. Result: 1 (interaction).